From a dataset of Full USPTO retrosynthesis dataset with 1.9M reactions from patents (1976-2016). Predict the reactants needed to synthesize the given product. (1) Given the product [Br:1][C:2]1[CH:7]=[CH:6][CH:5]=[C:4]([C:8]([F:11])([F:12])[CH2:9][O:10][CH2:19][CH2:18][CH2:17][CH2:16][CH2:15][CH2:14][Br:13])[CH:3]=1, predict the reactants needed to synthesize it. The reactants are: [Br:1][C:2]1[CH:3]=[C:4]([C:8]([F:12])([F:11])[CH2:9][OH:10])[CH:5]=[CH:6][CH:7]=1.[Br:13][CH2:14][CH2:15][CH2:16][CH2:17][CH2:18][CH2:19]OCC(F)(F)CCC1C=CC=CC=1. (2) Given the product [CH3:1][O:2][C:3](=[O:13])[C:4]1[C:9]([CH3:10])=[CH:8][C:7]([Cl:11])=[N:6][C:5]=1[O:19][CH3:17], predict the reactants needed to synthesize it. The reactants are: [CH3:1][O:2][C:3](=[O:13])[C:4]1[C:9]([CH3:10])=[CH:8][C:7]([Cl:11])=[N:6][C:5]=1Cl.C[O-].[Na+].[C:17](O)(=[O:19])C. (3) Given the product [F:32][C:27]1[CH:28]=[C:29]([F:31])[CH:30]=[C:22]2[C:23]=1[C:24](=[O:25])[NH:26][C:19]([C:14]1[C:13]([NH:12][CH:9]3[CH2:8][CH2:7][N:6]([CH:3]([CH3:4])[CH3:5])[CH2:11][CH2:10]3)=[CH:18][CH:17]=[CH:16][N:15]=1)=[N:21]2, predict the reactants needed to synthesize it. The reactants are: Cl.Cl.[CH:3]([N:6]1[CH2:11][CH2:10][CH:9]([NH:12][C:13]2[C:14]([CH:19]=O)=[N:15][CH:16]=[CH:17][CH:18]=2)[CH2:8][CH2:7]1)([CH3:5])[CH3:4].[NH2:21][C:22]1[CH:30]=[C:29]([F:31])[CH:28]=[C:27]([F:32])[C:23]=1[C:24]([NH2:26])=[O:25].OS([O-])=O.[Na+].O.C1(C)C=CC(S(O)(=O)=O)=CC=1. (4) Given the product [NH2:10][C:7]1[CH:8]=[CH:9][C:4]([O:3][CH2:1][CH3:2])=[C:5]([C:13]2[NH:18][C:17](=[O:19])[C:16]3=[C:20]([CH3:32])[N:21]=[C:22]([CH2:23][CH:24]([CH2:30][CH3:31])[CH2:25][CH2:26][CH2:27][CH2:28][CH3:29])[N:15]3[N:14]=2)[CH:6]=1, predict the reactants needed to synthesize it. The reactants are: [CH2:1]([O:3][C:4]1[CH:9]=[CH:8][C:7]([N+:10]([O-])=O)=[CH:6][C:5]=1[C:13]1[NH:18][C:17](=[O:19])[C:16]2=[C:20]([CH3:32])[N:21]=[C:22]([CH2:23][CH:24]([CH2:30][CH3:31])[CH2:25][CH2:26][CH2:27][CH2:28][CH3:29])[N:15]2[N:14]=1)[CH3:2].C1CCCCC1.C(OCC)(=O)C. (5) Given the product [N:1]([CH2:4][C@@:5]1([CH3:6])[O:7][B:15]([OH:16])[C:9]2[CH:10]=[CH:11][CH:12]=[CH:13][C:8]1=2)=[N+:2]=[N-:3], predict the reactants needed to synthesize it. The reactants are: [N:1]([CH2:4][C@:5]([C:8]1[CH:13]=[CH:12][CH:11]=[CH:10][C:9]=1Br)([OH:7])[CH3:6])=[N+:2]=[N-:3].[B:15](OC(C)C)(OC(C)C)[O:16]C(C)C.[Li]CCCC. (6) Given the product [Cl:16][C:10]1[C:9]2[C:4](=[CH:5][CH:6]=[C:7]([C:17]([C:25]3[S:29][C:28]([CH3:30])=[N:27][C:26]=3[CH3:31])([C:19]3[N:23]([CH3:24])[N:22]=[N:21][CH:20]=3)[OH:18])[CH:8]=2)[N:3]=[C:2]([O:33][CH3:32])[C:11]=1[O:12][CH:13]([CH3:14])[CH3:15], predict the reactants needed to synthesize it. The reactants are: Cl[C:2]1[C:11]([O:12][CH:13]([CH3:15])[CH3:14])=[C:10]([Cl:16])[C:9]2[C:4](=[CH:5][CH:6]=[C:7]([C:17]([C:25]3[S:29][C:28]([CH3:30])=[N:27][C:26]=3[CH3:31])([C:19]3[N:23]([CH3:24])[N:22]=[N:21][CH:20]=3)[OH:18])[CH:8]=2)[N:3]=1.[C:32](O)(C(F)(F)F)=[O:33].C[O-].[Na+].